This data is from Full USPTO retrosynthesis dataset with 1.9M reactions from patents (1976-2016). The task is: Predict the reactants needed to synthesize the given product. (1) Given the product [CH3:2][NH:3][C:11](=[O:36])[CH2:12][CH2:13][C@H:14]([NH:10][CH3:9])[CH2:15][O:16][C:17]([C:30]1[CH:31]=[CH:32][CH:33]=[CH:34][CH:35]=1)([C:18]1[CH:23]=[CH:22][CH:21]=[CH:20][CH:19]=1)[C:24]1[CH:25]=[CH:26][CH:27]=[CH:28][CH:29]=1, predict the reactants needed to synthesize it. The reactants are: Cl.[CH3:2][NH2:3].C([Li])CCC.[CH3:9][N:10]1[C@H:14]([CH2:15][O:16][C:17]([C:30]2[CH:35]=[CH:34][CH:33]=[CH:32][CH:31]=2)([C:24]2[CH:29]=[CH:28][CH:27]=[CH:26][CH:25]=2)[C:18]2[CH:23]=[CH:22][CH:21]=[CH:20][CH:19]=2)[CH2:13][CH2:12][C:11]1=[O:36].[Cl-].[NH4+]. (2) The reactants are: [F:1][C:2]([F:9])([F:8])[CH2:3][CH2:4][C:5](O)=[O:6].C[O:11][C:12](=[O:31])[CH2:13][CH2:14][C:15]1[CH:20]=[CH:19][C:18]([O:21][C:22]2[CH:27]=[CH:26][CH:25]=[C:24]([CH2:28][NH2:29])[CH:23]=2)=[CH:17][C:16]=1[CH3:30]. Given the product [CH3:30][C:16]1[CH:17]=[C:18]([O:21][C:22]2[CH:27]=[CH:26][CH:25]=[C:24]([CH2:28][NH:29][C:5](=[O:6])[CH2:4][CH2:3][C:2]([F:9])([F:8])[F:1])[CH:23]=2)[CH:19]=[CH:20][C:15]=1[CH2:14][CH2:13][C:12]([OH:31])=[O:11], predict the reactants needed to synthesize it. (3) Given the product [NH2:21][C:20]1[C:15]2[CH:14]=[C:13]([C:12]3[N:11]([CH3:23])[CH:10]=[N:9][C:8]=3[C:5]3[CH:6]=[CH:7][C:2]([NH:1][C:59]([NH:58][C:49]4[CH:50]=[C:51]([C:54]([F:55])([F:57])[F:56])[CH:52]=[CH:53][C:48]=4[F:47])=[O:60])=[CH:3][CH:4]=3)[S:22][C:16]=2[N:17]=[CH:18][N:19]=1, predict the reactants needed to synthesize it. The reactants are: [NH2:1][C:2]1[CH:7]=[CH:6][C:5]([C:8]2[N:9]=[CH:10][N:11]([CH3:23])[C:12]=2[C:13]2[S:22][C:16]3[N:17]=[CH:18][N:19]=[C:20]([NH2:21])[C:15]=3[CH:14]=2)=[CH:4][CH:3]=1.NC1C=C(C2N=CN(C)C=2C2SC3N=CN=C(N)C=3C=2)C=CC=1.[F:47][C:48]1[CH:53]=[CH:52][C:51]([C:54]([F:57])([F:56])[F:55])=[CH:50][C:49]=1[N:58]=[C:59]=[O:60]. (4) Given the product [ClH:23].[N:1]12[CH2:9][CH2:8][CH:5]([CH2:6][CH2:7]1)[N:4]([C:10]1[CH:15]=[CH:14][C:13]([NH:16][C:21](=[O:22])[C:20]3[CH:24]=[CH:25][CH:26]=[C:18]([F:17])[CH:19]=3)=[CH:12][CH:11]=1)[CH2:3][CH2:2]2, predict the reactants needed to synthesize it. The reactants are: [N:1]12[CH2:9][CH2:8][CH:5]([CH2:6][CH2:7]1)[N:4]([C:10]1[CH:15]=[CH:14][C:13]([NH2:16])=[CH:12][CH:11]=1)[CH2:3][CH2:2]2.[F:17][C:18]1[CH:19]=[C:20]([CH:24]=[CH:25][CH:26]=1)[C:21]([Cl:23])=[O:22]. (5) Given the product [C:39]([NH:26][C:24]([C@@H:20]1[CH2:21][CH2:22][CH2:23][N:19]1[S:16]([C:13]1[N:12]2[C@@:8]([CH2:7][C:6]3[CH:37]=[CH:38][C:3]([C:1]#[N:2])=[CH:4][CH:5]=3)([CH3:36])[C:9](=[O:35])[N:10]([C:27]3[CH:28]=[C:29]([Cl:34])[CH:30]=[C:31]([Cl:33])[CH:32]=3)[C:11]2=[N:15][CH:14]=1)(=[O:18])=[O:17])=[O:25])(=[O:41])[CH3:40], predict the reactants needed to synthesize it. The reactants are: [C:1]([C:3]1[CH:38]=[CH:37][C:6]([CH2:7][C@@:8]2([CH3:36])[N:12]3[C:13]([S:16]([N:19]4[CH2:23][CH2:22][CH2:21][C@H:20]4[C:24]([NH2:26])=[O:25])(=[O:18])=[O:17])=[CH:14][N:15]=[C:11]3[N:10]([C:27]3[CH:32]=[C:31]([Cl:33])[CH:30]=[C:29]([Cl:34])[CH:28]=3)[C:9]2=[O:35])=[CH:5][CH:4]=1)#[N:2].[C:39](OC(=O)C)(=[O:41])[CH3:40]. (6) Given the product [CH3:1][O:2][C:3]1[CH:4]=[C:5]2[C:10](=[CH:11][C:12]=1[O:13][CH3:14])[N:9]=[CH:8][N:7]=[C:6]2[O:15][C:16]1[CH:22]=[CH:21][C:19]([NH:20][C:27](=[O:33])[O:26][CH2:24][C:38]2[CH:39]=[CH:40][N:35]=[CH:36][CH:37]=2)=[CH:18][CH:17]=1, predict the reactants needed to synthesize it. The reactants are: [CH3:1][O:2][C:3]1[CH:4]=[C:5]2[C:10](=[CH:11][C:12]=1[O:13][CH3:14])[N:9]=[CH:8][N:7]=[C:6]2[O:15][C:16]1[CH:22]=[CH:21][C:19]([NH2:20])=[CH:18][CH:17]=1.Cl[C:24](Cl)([O:26][C:27](=[O:33])OC(Cl)(Cl)Cl)Cl.[N:35]1[CH:40]=[CH:39][C:38](CO)=[CH:37][CH:36]=1.C(=O)(O)[O-].[Na+]. (7) Given the product [C:1]1([C:17]2[CH:22]=[CH:21][CH:20]=[CH:19][CH:18]=2)[CH:6]=[CH:5][CH:4]=[CH:3][C:2]=1[NH:7][C:8](=[O:16])[O:9][CH2:10][C@@H:11]1[CH2:15][CH2:14][CH2:13][N:12]1[CH2:24][CH:25]([CH3:27])[CH3:26], predict the reactants needed to synthesize it. The reactants are: [C:1]1([C:17]2[CH:22]=[CH:21][CH:20]=[CH:19][CH:18]=2)[CH:6]=[CH:5][CH:4]=[CH:3][C:2]=1[NH:7][C:8](=[O:16])[O:9][CH2:10][C@@H:11]1[CH2:15][CH2:14][CH2:13][NH:12]1.I[CH2:24][CH:25]([CH3:27])[CH3:26]. (8) Given the product [CH3:1][O:2][C:5]1[C:10]([O:11][CH3:12])=[CH:9][CH:8]=[C:7]([N+:13]([O-:15])=[O:14])[N:6]=1, predict the reactants needed to synthesize it. The reactants are: [CH3:1][O-:2].[Na+].Br[C:5]1[C:10]([O:11][CH3:12])=[CH:9][CH:8]=[C:7]([N+:13]([O-:15])=[O:14])[N:6]=1.CS(C)=O. (9) Given the product [N:1]1[CH:6]=[CH:5][N:4]=[CH:3][C:2]=1[CH2:7][C:8]([NH:13][NH2:14])=[O:10], predict the reactants needed to synthesize it. The reactants are: [N:1]1[CH:6]=[CH:5][N:4]=[CH:3][C:2]=1[CH2:7][C:8]([O:10]C)=O.O.[NH2:13][NH2:14]. (10) Given the product [F:1][C:2]1[CH:17]=[C:16]([CH2:18][NH:27][CH2:26][CH2:25][CH2:24][O:23][CH:20]([CH3:22])[CH3:21])[CH:15]=[CH:14][C:3]=1[O:4][C:5]1[N:6]=[CH:7][C:8]([C:11]([NH2:13])=[O:12])=[N:9][CH:10]=1, predict the reactants needed to synthesize it. The reactants are: [F:1][C:2]1[CH:17]=[C:16]([CH:18]=O)[CH:15]=[CH:14][C:3]=1[O:4][C:5]1[N:6]=[CH:7][C:8]([C:11]([NH2:13])=[O:12])=[N:9][CH:10]=1.[CH:20]([O:23][CH2:24][CH2:25][CH2:26][NH2:27])([CH3:22])[CH3:21].[BH4-].[Na+].